This data is from Forward reaction prediction with 1.9M reactions from USPTO patents (1976-2016). The task is: Predict the product of the given reaction. (1) Given the reactants Cl[C:2]1[CH:7]=[CH:6][C:5]([N+:8]([O-])=O)=[CH:4][C:3]=1[S:11]([NH:14][CH2:15][CH2:16][OH:17])(=[O:13])=[O:12], predict the reaction product. The product is: [NH2:8][C:5]1[CH:4]=[C:3]([S:11]([NH:14][CH2:15][CH2:16][OH:17])(=[O:13])=[O:12])[CH:2]=[CH:7][CH:6]=1. (2) Given the reactants [CH3:1][O:2][C:3](=[O:13])[C:4]1[CH:9]=[CH:8][C:7]([NH:10][CH3:11])=[C:6]([NH2:12])[CH:5]=1.[NH2:14][C:15]1[S:16][C:17]2[CH:23]=[CH:22][C:21]([O:24][C:25]([F:28])([F:27])[F:26])=[CH:20][C:18]=2[N:19]=1.[C:29](N1C=CN=C1)(N1C=CN=C1)=S, predict the reaction product. The product is: [CH3:1][O:2][C:3]([C:4]1[CH:9]=[CH:8][C:7]2[N:10]([CH3:29])[C:11]([NH:14][C:15]3[S:16][C:17]4[CH:23]=[CH:22][C:21]([O:24][C:25]([F:28])([F:26])[F:27])=[CH:20][C:18]=4[N:19]=3)=[N:12][C:6]=2[CH:5]=1)=[O:13]. (3) Given the reactants [N+:1]([O-:4])(O)=[O:2].[F:5][C:6]1[CH:11]=[CH:10][C:9]([O:12][C:13]([F:16])([F:15])[F:14])=[CH:8][CH:7]=1, predict the reaction product. The product is: [F:5][C:6]1[CH:7]=[CH:8][C:9]([O:12][C:13]([F:14])([F:15])[F:16])=[C:10]([N+:1]([O-:4])=[O:2])[CH:11]=1. (4) The product is: [NH2:19][C:15]1[CH:14]=[CH:13][CH:12]=[C:11]2[C:16]=1[CH:17]=[CH:18][N:9]([C:8]1[C:3]([O:2][CH3:1])=[N:4][CH:5]=[CH:6][CH:7]=1)[C:10]2=[O:22]. Given the reactants [CH3:1][O:2][C:3]1[C:8]([N:9]2[CH:18]=[CH:17][C:16]3[C:11](=[CH:12][CH:13]=[CH:14][C:15]=3[N+:19]([O-])=O)[C:10]2=[O:22])=[CH:7][CH:6]=[CH:5][N:4]=1, predict the reaction product.